From a dataset of NCI-60 drug combinations with 297,098 pairs across 59 cell lines. Regression. Given two drug SMILES strings and cell line genomic features, predict the synergy score measuring deviation from expected non-interaction effect. (1) Drug 1: C1=NC2=C(N1)C(=S)N=CN2. Drug 2: C1CN(P(=O)(OC1)NCCCl)CCCl. Cell line: HS 578T. Synergy scores: CSS=15.6, Synergy_ZIP=-6.90, Synergy_Bliss=7.20, Synergy_Loewe=-27.1, Synergy_HSA=2.68. (2) Drug 1: COC1=CC(=CC(=C1O)OC)C2C3C(COC3=O)C(C4=CC5=C(C=C24)OCO5)OC6C(C(C7C(O6)COC(O7)C8=CC=CS8)O)O. Drug 2: C1CNP(=O)(OC1)N(CCCl)CCCl. Cell line: HOP-92. Synergy scores: CSS=43.3, Synergy_ZIP=7.98, Synergy_Bliss=9.94, Synergy_Loewe=-60.1, Synergy_HSA=5.05. (3) Drug 1: C1=CC(=CC=C1CCC2=CNC3=C2C(=O)NC(=N3)N)C(=O)NC(CCC(=O)O)C(=O)O. Drug 2: C1=C(C(=O)NC(=O)N1)N(CCCl)CCCl. Cell line: NCI-H226. Synergy scores: CSS=12.3, Synergy_ZIP=-5.83, Synergy_Bliss=-4.94, Synergy_Loewe=-2.67, Synergy_HSA=-2.01. (4) Drug 1: CCC1(CC2CC(C3=C(CCN(C2)C1)C4=CC=CC=C4N3)(C5=C(C=C6C(=C5)C78CCN9C7C(C=CC9)(C(C(C8N6C)(C(=O)OC)O)OC(=O)C)CC)OC)C(=O)OC)O.OS(=O)(=O)O. Drug 2: CCCCCOC(=O)NC1=NC(=O)N(C=C1F)C2C(C(C(O2)C)O)O. Cell line: SN12C. Synergy scores: CSS=0.209, Synergy_ZIP=-0.746, Synergy_Bliss=-1.78, Synergy_Loewe=-3.26, Synergy_HSA=-4.19. (5) Drug 1: CC(C1=C(C=CC(=C1Cl)F)Cl)OC2=C(N=CC(=C2)C3=CN(N=C3)C4CCNCC4)N. Drug 2: CC1C(C(=O)NC(C(=O)N2CCCC2C(=O)N(CC(=O)N(C(C(=O)O1)C(C)C)C)C)C(C)C)NC(=O)C3=C4C(=C(C=C3)C)OC5=C(C(=O)C(=C(C5=N4)C(=O)NC6C(OC(=O)C(N(C(=O)CN(C(=O)C7CCCN7C(=O)C(NC6=O)C(C)C)C)C)C(C)C)C)N)C. Cell line: NCI-H226. Synergy scores: CSS=7.18, Synergy_ZIP=5.61, Synergy_Bliss=13.4, Synergy_Loewe=12.5, Synergy_HSA=12.2. (6) Cell line: U251. Synergy scores: CSS=32.9, Synergy_ZIP=-5.13, Synergy_Bliss=-0.154, Synergy_Loewe=3.56, Synergy_HSA=3.55. Drug 1: C1CC(C1)(C(=O)O)C(=O)O.[NH2-].[NH2-].[Pt+2]. Drug 2: CS(=O)(=O)OCCCCOS(=O)(=O)C. (7) Drug 1: CN(CC1=CN=C2C(=N1)C(=NC(=N2)N)N)C3=CC=C(C=C3)C(=O)NC(CCC(=O)O)C(=O)O. Drug 2: C1C(C(OC1N2C=NC(=NC2=O)N)CO)O. Cell line: SN12C. Synergy scores: CSS=6.31, Synergy_ZIP=-6.35, Synergy_Bliss=2.56, Synergy_Loewe=-3.94, Synergy_HSA=-3.79. (8) Drug 1: C1=CC(=CC=C1CCC2=CNC3=C2C(=O)NC(=N3)N)C(=O)NC(CCC(=O)O)C(=O)O. Drug 2: CN(C)N=NC1=C(NC=N1)C(=O)N. Cell line: U251. Synergy scores: CSS=32.2, Synergy_ZIP=-2.09, Synergy_Bliss=-2.76, Synergy_Loewe=-17.3, Synergy_HSA=-0.342.